Dataset: Catalyst prediction with 721,799 reactions and 888 catalyst types from USPTO. Task: Predict which catalyst facilitates the given reaction. (1) Reactant: [CH2:1]([C:3]([CH:10]([CH3:28])[C:11](=[O:27])[C:12]1[CH:26]=[CH:25][C:15]2[N:16]=[C:17]([C:19]3[CH:24]=[CH:23][CH:22]=[CH:21][CH:20]=3)[O:18][C:14]=2[CH:13]=1)(C(O)=O)[C:4]([OH:6])=[O:5])[CH3:2].C(O)COCCO.COC. Product: [CH2:1]([CH:3]([CH:10]([CH3:28])[C:11](=[O:27])[C:12]1[CH:26]=[CH:25][C:15]2[N:16]=[C:17]([C:19]3[CH:20]=[CH:21][CH:22]=[CH:23][CH:24]=3)[O:18][C:14]=2[CH:13]=1)[C:4]([OH:6])=[O:5])[CH3:2]. The catalyst class is: 6. (2) Reactant: [Cl:1][C:2]1[CH:7]=[CH:6][C:5]([C:8]2[CH:13]=[CH:12][C:11]([C:14]([C:16]3[S:17][CH:18]=[CH:19][C:20]=3[CH2:21][C:22]([O:24]CC)=[O:23])=[O:15])=[CH:10][N:9]=2)=[CH:4][CH:3]=1.[OH-].[Na+]. Product: [Cl:1][C:2]1[CH:3]=[CH:4][C:5]([C:8]2[CH:13]=[CH:12][C:11]([C:14]([C:16]3[S:17][CH:18]=[CH:19][C:20]=3[CH2:21][C:22]([OH:24])=[O:23])=[O:15])=[CH:10][N:9]=2)=[CH:6][CH:7]=1. The catalyst class is: 5. (3) Reactant: [H-].[Na+].[CH2:3]([OH:7])[C:4]#[C:5][CH3:6].Cl[C:9]1[CH:14]=[C:13]([CH:15]([CH3:22])[C:16]2[CH:21]=[CH:20][CH:19]=[CH:18][CH:17]=2)[N:12]=[CH:11][N:10]=1.[Cl-].[NH4+]. Product: [CH2:3]([O:7][C:9]1[CH:14]=[C:13]([CH:15]([CH3:22])[C:16]2[CH:17]=[CH:18][CH:19]=[CH:20][CH:21]=2)[N:12]=[CH:11][N:10]=1)[C:4]#[C:5][CH3:6]. The catalyst class is: 7. (4) Reactant: [OH-].[Al+3:2].[OH-].[OH-].[S:5](=[O:9])(=[O:8])([OH:7])[OH:6]. Product: [S:5]([O-:9])([O-:8])(=[O:7])=[O:6].[Al+3:2].[S:5]([O-:9])([O-:8])(=[O:7])=[O:6].[S:5]([O-:9])([O-:8])(=[O:7])=[O:6].[Al+3:2]. The catalyst class is: 6. (5) Reactant: [CH2:1]([OH:3])[CH3:2].C(Cl)CCl.C(N(CC)CC)C.[Cl:15][C:16]1[CH:21]=[C:20]([O:22][CH3:23])[CH:19]=[CH:18][C:17]=1[CH2:24][C:25](O)=[O:26]. Product: [CH2:1]([O:3][C:25](=[O:26])[CH2:24][C:17]1[CH:18]=[CH:19][C:20]([O:22][CH3:23])=[CH:21][C:16]=1[Cl:15])[CH3:2]. The catalyst class is: 79. (6) Reactant: [OH:1][C:2]1[CH:13]=[CH:12][C:5]2[CH2:6][CH2:7][CH2:8][CH2:9][C:10](=[O:11])[C:4]=2[CH:3]=1.C(=O)([O-])[O-].[K+].[K+].[CH2:20](Br)[C:21]1[CH:26]=[CH:25][CH:24]=[CH:23][CH:22]=1.O. Product: [CH2:20]([O:1][C:2]1[CH:13]=[CH:12][C:5]2[CH2:6][CH2:7][CH2:8][CH2:9][C:10](=[O:11])[C:4]=2[CH:3]=1)[C:21]1[CH:26]=[CH:25][CH:24]=[CH:23][CH:22]=1. The catalyst class is: 3.